Dataset: Full USPTO retrosynthesis dataset with 1.9M reactions from patents (1976-2016). Task: Predict the reactants needed to synthesize the given product. (1) The reactants are: COC1C=CC=C(OC)C=1C1C=CC=CC=1P(C1CCCCC1)C1CCCCC1.[C:30]12([C:40]3[CH:41]=[C:42](B(O)O)[CH:43]=[CH:44][C:45]=3[O:46][CH3:47])[CH2:39][CH:34]3[CH2:35][CH:36]([CH2:38][CH:32]([CH2:33]3)[CH2:31]1)[CH2:37]2.Br[C:52]1[CH:57]=[CH:56][C:55](/[CH:58]=[CH:59]/[C:60]([O:62][CH2:63][C:64]2[CH:69]=[CH:68][CH:67]=[CH:66][CH:65]=2)=[O:61])=[CH:54][CH:53]=1.C(=O)([O-])[O-].[Na+].[Na+]. Given the product [C:30]12([C:40]3[CH:41]=[C:42]([C:52]4[CH:53]=[CH:54][C:55](/[CH:58]=[CH:59]/[C:60]([O:62][CH2:63][C:64]5[CH:69]=[CH:68][CH:67]=[CH:66][CH:65]=5)=[O:61])=[CH:56][CH:57]=4)[CH:43]=[CH:44][C:45]=3[O:46][CH3:47])[CH2:39][CH:34]3[CH2:35][CH:36]([CH2:38][CH:32]([CH2:33]3)[CH2:31]1)[CH2:37]2, predict the reactants needed to synthesize it. (2) Given the product [NH2:15][C@H:16]1[C:17]([CH2:31][CH3:32])([CH2:33][CH3:34])[C:18]2[CH:19]=[C:20]([C:28]([NH2:29])=[O:30])[CH:21]=[CH:22][C:23]=2[CH2:24][C@@H:25]1[O:26][CH3:27], predict the reactants needed to synthesize it. The reactants are: C(Cl)(=O)C.C1([C@H](OC(=O)[NH:15][C@@H:16]2[C@@H:25]([O:26][CH3:27])[CH2:24][C:23]3[C:18](=[CH:19][C:20]([C:28](=[O:30])[NH2:29])=[CH:21][CH:22]=3)[C:17]2([CH2:33][CH3:34])[CH2:31][CH3:32])C)C=CC=CC=1.